From a dataset of Catalyst prediction with 721,799 reactions and 888 catalyst types from USPTO. Predict which catalyst facilitates the given reaction. Reactant: Cl[C:2]1[CH:3]=[C:4]([NH:14][C:15]2[CH:20]=[CH:19][C:18]([N:21]3[CH2:26][CH2:25][N:24](C(OC(C)(C)C)=O)[CH2:23][CH2:22]3)=[CH:17][CH:16]=2)[C:5]2[C:11](=[O:12])[NH:10][CH2:9][CH2:8][NH:7][C:6]=2[N:13]=1.[Br-].[Cl:35][C:36]1[CH:43]=[CH:42][CH:41]=[C:40]([Cl:44])[C:37]=1[CH2:38][Zn+]. Product: [Cl:35][C:36]1[CH:43]=[CH:42][CH:41]=[C:40]([Cl:44])[C:37]=1[CH2:38][C:2]1[CH:3]=[C:4]([NH:14][C:15]2[CH:16]=[CH:17][C:18]([N:21]3[CH2:22][CH2:23][NH:24][CH2:25][CH2:26]3)=[CH:19][CH:20]=2)[C:5]2[C:11](=[O:12])[NH:10][CH2:9][CH2:8][NH:7][C:6]=2[N:13]=1. The catalyst class is: 602.